From a dataset of Forward reaction prediction with 1.9M reactions from USPTO patents (1976-2016). Predict the product of the given reaction. Given the reactants [Cl:1][C:2]1[CH:7]=[CH:6][C:5]([NH:8][C:9](=[O:21])[C:10]2[CH:15]=[CH:14][C:13]([C:16]([F:19])([F:18])[F:17])=[N:12][C:11]=2[CH3:20])=[CH:4][C:3]=1B1OC(C)(C)C(C)(C)O1.[F:31][C:32]1[CH:33]=[CH:34][C:35](Br)=[N:36][CH:37]=1, predict the reaction product. The product is: [Cl:1][C:2]1[CH:7]=[CH:6][C:5]([NH:8][C:9](=[O:21])[C:10]2[CH:15]=[CH:14][C:13]([C:16]([F:18])([F:19])[F:17])=[N:12][C:11]=2[CH3:20])=[CH:4][C:3]=1[C:35]1[CH:34]=[CH:33][C:32]([F:31])=[CH:37][N:36]=1.